From a dataset of Full USPTO retrosynthesis dataset with 1.9M reactions from patents (1976-2016). Predict the reactants needed to synthesize the given product. (1) Given the product [CH3:1][C:2]1[CH:7]=[CH:6][CH:5]=[C:4]([CH3:8])[C:3]=1[C:9]1[CH:14]=[CH:13][CH:12]=[C:11]([CH:15]2[CH2:24][C:23]([F:26])([F:25])[C:22]3[C:17](=[CH:18][CH:19]=[C:20]([CH2:27][CH2:28][C:29]([OH:31])=[O:30])[CH:21]=3)[O:16]2)[CH:10]=1, predict the reactants needed to synthesize it. The reactants are: [CH3:1][C:2]1[CH:7]=[CH:6][CH:5]=[C:4]([CH3:8])[C:3]=1[C:9]1[CH:14]=[CH:13][CH:12]=[C:11]([CH:15]2[CH2:24][C:23]([F:26])([F:25])[C:22]3[C:17](=[CH:18][CH:19]=[C:20]([CH2:27][CH2:28][C:29]([O:31]CC)=[O:30])[CH:21]=3)[O:16]2)[CH:10]=1.CO.[OH-].[Na+]. (2) Given the product [CH:8]1([C:7]([CH:14]2[CH2:19][CH2:18][CH2:17][CH2:16][CH2:15]2)([O:20][CH3:21])[CH:2]([OH:1])[C:3]([O:5][CH3:6])=[O:4])[CH2:9][CH2:10][CH2:11][CH2:12][CH2:13]1, predict the reactants needed to synthesize it. The reactants are: [OH:1][CH:2]([C:7]([O:20][CH3:21])([C:14]1[CH:19]=[CH:18][CH:17]=[CH:16][CH:15]=1)[C:8]1[CH:13]=[CH:12][CH:11]=[CH:10][CH:9]=1)[C:3]([O:5][CH3:6])=[O:4].C(O)(=O)C. (3) Given the product [O:1]1[C:8]2[CH:7]=[C:6]([C:9]([O:11][CH2:14][C:15]([N:17]3[CH2:22][CH2:21][O:20][CH2:19][CH2:18]3)=[O:16])=[O:10])[NH:5][C:4]=2[CH:3]=[CH:2]1, predict the reactants needed to synthesize it. The reactants are: [O:1]1[C:8]2[CH:7]=[C:6]([C:9]([O-:11])=[O:10])[NH:5][C:4]=2[CH:3]=[CH:2]1.[Na+].Cl[CH2:14][C:15]([N:17]1[CH2:22][CH2:21][O:20][CH2:19][CH2:18]1)=[O:16]. (4) Given the product [N:9]1([C:7]([C:4]2[CH:3]=[C:2]([C:29]3[CH:30]=[N:26][NH:27][CH:28]=3)[S:6][N:5]=2)=[O:8])[C@@H:18]2[C@@H:13]([CH2:14][CH2:15][CH2:16][CH2:17]2)[CH2:12][CH2:11][CH2:10]1, predict the reactants needed to synthesize it. The reactants are: Br[C:2]1[S:6][N:5]=[C:4]([C:7]([N:9]2[C@@H:18]3[C@@H:13]([CH2:14][CH2:15][CH2:16][CH2:17]3)[CH2:12][CH2:11][CH2:10]2)=[O:8])[CH:3]=1.C(OC([N:26]1[CH:30]=[C:29](B2OC(C)(C)C(C)(C)O2)[CH:28]=[N:27]1)=O)(C)(C)C.C(=O)([O-])[O-].[Cs+].[Cs+].O. (5) Given the product [C:1]([NH:4][C:5]1[N:10]=[CH:9][C:8]([C:11]#[C:12][C:13]2[CH:14]=[C:15]([CH:19]=[CH:20][C:21]=2[CH3:22])[C:16]([NH:35][C:34]2[CH:36]=[CH:37][C:31]([CH2:30][N:27]3[CH2:26][CH2:25][N:24]([CH3:23])[CH2:29][CH2:28]3)=[C:32]([Si:38]([CH3:39])([CH3:41])[CH3:40])[CH:33]=2)=[O:18])=[CH:7][CH:6]=1)(=[O:3])[CH3:2], predict the reactants needed to synthesize it. The reactants are: [C:1]([NH:4][C:5]1[N:10]=[CH:9][C:8]([C:11]#[C:12][C:13]2[CH:14]=[C:15]([CH:19]=[CH:20][C:21]=2[CH3:22])[C:16]([OH:18])=O)=[CH:7][CH:6]=1)(=[O:3])[CH3:2].[CH3:23][N:24]1[CH2:29][CH2:28][N:27]([CH2:30][C:31]2[CH:37]=[CH:36][C:34]([NH2:35])=[CH:33][C:32]=2[Si:38]([CH3:41])([CH3:40])[CH3:39])[CH2:26][CH2:25]1.CCN=C=NCCCN(C)C. (6) Given the product [CH3:15][C:12]([O:11][C:9]([NH:16][CH2:17][CH2:18][S:19]([NH:22][C@H:23]1[CH2:28][CH2:27][CH2:26][N:25]([C:29]([O:31][CH2:32][C:33]2[CH:34]=[CH:35][CH:36]=[CH:37][CH:38]=2)=[O:30])[CH2:24]1)(=[O:20])=[O:21])=[O:10])([CH3:13])[CH3:14], predict the reactants needed to synthesize it. The reactants are: [CH3:13][C:12]([O:11][C:9](O[C:9]([O:11][C:12]([CH3:15])([CH3:14])[CH3:13])=[O:10])=[O:10])([CH3:15])[CH3:14].[NH2:16][CH2:17][CH2:18][S:19]([NH:22][C@H:23]1[CH2:28][CH2:27][CH2:26][N:25]([C:29]([O:31][CH2:32][C:33]2[CH:38]=[CH:37][CH:36]=[CH:35][CH:34]=2)=[O:30])[CH2:24]1)(=[O:21])=[O:20].C(=O)(O)[O-].[Na+]. (7) Given the product [F:1][C:2]1[CH:7]=[C:6]([F:8])[CH:5]=[CH:4][C:3]=1[C:9]1[CH:14]=[CH:13][C:12]([S:16]([OH:19])(=[O:18])=[O:17])=[CH:11][CH:10]=1, predict the reactants needed to synthesize it. The reactants are: [F:1][C:2]1[CH:7]=[C:6]([F:8])[CH:5]=[CH:4][C:3]=1[C:9]1[CH:14]=[CH:13][CH:12]=[CH:11][CH:10]=1.Cl[S:16]([OH:19])(=[O:18])=[O:17]. (8) The reactants are: [NH2:1][C:2]1[C:3]([F:34])=[C:4]([CH:29]=[CH:30][C:31]=1[C:32]#[N:33])[C:5]([NH:7][C:8]1[C:13]([C:14]([F:17])([F:16])[F:15])=[CH:12][C:11]([C:18]([F:27])([C:23]([F:26])([F:25])[F:24])[C:19]([F:22])([F:21])[F:20])=[CH:10][C:9]=1[Br:28])=[O:6].[Cl:35][C:36]1[CH:44]=[CH:43][C:39]([C:40](Cl)=[O:41])=[CH:38][N:37]=1.O.C(OCC)(=O)C. Given the product [Br:28][C:9]1[CH:10]=[C:11]([C:18]([F:27])([C:19]([F:20])([F:21])[F:22])[C:23]([F:24])([F:25])[F:26])[CH:12]=[C:13]([C:14]([F:16])([F:17])[F:15])[C:8]=1[NH:7][C:5]([C:4]1[C:3]([F:34])=[C:2]([NH:1][C:40](=[O:41])[C:39]2[CH:43]=[CH:44][C:36]([Cl:35])=[N:37][CH:38]=2)[C:31]([C:32]#[N:33])=[CH:30][CH:29]=1)=[O:6], predict the reactants needed to synthesize it. (9) Given the product [Br:1][C:2]1[CH:3]=[CH:4][C:5]2[C:11]3[S:12][C:13]([C:15]4[O:16][C:32](=[O:33])[NH:18][N:17]=4)=[CH:14][C:10]=3[CH2:9][CH2:8][O:7][C:6]=2[CH:19]=1, predict the reactants needed to synthesize it. The reactants are: [Br:1][C:2]1[CH:3]=[CH:4][C:5]2[C:11]3[S:12][C:13]([C:15]([NH:17][NH2:18])=[O:16])=[CH:14][C:10]=3[CH2:9][CH2:8][O:7][C:6]=2[CH:19]=1.C(N(CC)CC)C.C1N=CN([C:32](N2C=NC=C2)=[O:33])C=1. (10) The reactants are: [C:1]([NH:8][C@H:9]([C:11]([OH:13])=O)[CH3:10])([O:3][C:4]([CH3:7])([CH3:6])[CH3:5])=[O:2].Cl.C(N=C=NCCCN(C)C)C.O.ON1C2C=CC=CC=2N=N1.C(N(CC)C(C)C)(C)C.[NH2:46][C:47]1[CH:48]=[C:49]([NH:53][C:54]([C:56]2[C:57]([NH:71][CH2:72][CH2:73][CH3:74])=[N:58][C:59]([NH:62][CH2:63][CH2:64][C:65]3[CH:70]=[CH:69][N:68]=[CH:67][CH:66]=3)=[N:60][CH:61]=2)=[O:55])[CH:50]=[CH:51][CH:52]=1.C(=O)([O-])O.[Na+]. Given the product [O:13]=[C:11]([NH:46][C:47]1[CH:52]=[CH:51][CH:50]=[C:49]([NH:53][C:54]([C:56]2[C:57]([NH:71][CH2:72][CH2:73][CH3:74])=[N:58][C:59]([NH:62][CH2:63][CH2:64][C:65]3[CH:66]=[CH:67][N:68]=[CH:69][CH:70]=3)=[N:60][CH:61]=2)=[O:55])[CH:48]=1)[C@@H:9]([NH:8][C:1](=[O:2])[O:3][C:4]([CH3:5])([CH3:6])[CH3:7])[CH3:10], predict the reactants needed to synthesize it.